From a dataset of Catalyst prediction with 721,799 reactions and 888 catalyst types from USPTO. Predict which catalyst facilitates the given reaction. (1) Reactant: Br[C:2]1[CH:3]=[CH:4][C:5]([C:8]([O:10][CH3:11])=[O:9])=[N:6][CH:7]=1.C([Sn](CCCC)(CCCC)[C:17]([O:19][CH2:20][CH3:21])=[CH2:18])CCC. Product: [CH2:20]([O:19][C:17]([C:2]1[CH:3]=[CH:4][C:5]([C:8]([O:10][CH3:11])=[O:9])=[N:6][CH:7]=1)=[CH2:18])[CH3:21]. The catalyst class is: 660. (2) Reactant: [CH3:1][C:2]1[CH:7]=[CH:6][C:5]([N:8](S(CCC)(=O)=O)[S:9]([CH2:12][CH2:13][CH3:14])(=[O:11])=[O:10])=[CH:4][C:3]=1[N+:21]([O-:23])=[O:22].C1COCC1.[OH-].[Na+]. Product: [CH3:1][C:2]1[CH:7]=[CH:6][C:5]([NH:8][S:9]([CH2:12][CH2:13][CH3:14])(=[O:11])=[O:10])=[CH:4][C:3]=1[N+:21]([O-:23])=[O:22]. The catalyst class is: 5. (3) Product: [CH3:1][O:12][C:11](=[O:13])[CH2:10][CH2:9][C@@H:8]([C:14]([OH:16])=[O:15])[NH2:7]. Reactant: [C:1](Cl)(=O)C.CO.[NH2:7][C@H:8]([C:14]([OH:16])=[O:15])[CH2:9][CH2:10][C:11]([OH:13])=[O:12]. The catalyst class is: 17. (4) Reactant: [Br:1][C:2]1[CH:10]=[CH:9][C:8]([F:11])=[C:7]2[C:3]=1[C:4]([CH2:12][CH:13]([OH:15])[CH3:14])=[CH:5][NH:6]2.[C:16]([CH2:21][C:22]([O:24][CH2:25][CH3:26])=[O:23])(=O)[CH2:17][CH2:18][CH3:19].B(F)(F)F.CCOCC. Product: [CH2:25]([O:24][C:22](=[O:23])[CH2:21][C:16]1([CH2:17][CH2:18][CH3:19])[C:5]2[NH:6][C:7]3[C:3]([C:4]=2[CH2:12][CH:13]([CH3:14])[O:15]1)=[C:2]([Br:1])[CH:10]=[CH:9][C:8]=3[F:11])[CH3:26]. The catalyst class is: 2. (5) Reactant: [C:1]1([C:6]2[CH:7]=[N:8][C:9]([C:12]([NH:14][C@H:15]3[CH2:19][CH2:18][N:17]([C:20]4[C:21]5[N:22]([CH:26]=[CH:27][CH:28]=5)[CH:23]=[CH:24][N:25]=4)[CH2:16]3)=[O:13])=[N:10][CH:11]=2)[CH2:5][CH2:4][CH2:3][CH:2]=1. Product: [CH:1]1([C:6]2[CH:7]=[N:8][C:9]([C:12]([NH:14][C@H:15]3[CH2:19][CH2:18][N:17]([C:20]4[C:21]5[N:22]([CH:26]=[CH:27][CH:28]=5)[CH:23]=[CH:24][N:25]=4)[CH2:16]3)=[O:13])=[N:10][CH:11]=2)[CH2:2][CH2:3][CH2:4][CH2:5]1. The catalyst class is: 19. (6) Reactant: [Br:1][C:2]1[C:7]2[N:8]=[C:9](Br)[NH:10][C:6]=2[C:5]([Br:12])=[C:4]([Br:13])[C:3]=1[Br:14].[NH2:15][CH2:16][CH2:17][N:18]1[CH2:22][CH2:21][CH2:20][CH2:19]1. Product: [Br:1][C:2]1[C:7]2[N:8]=[C:9]([NH:15][CH2:16][CH2:17][N:18]3[CH2:22][CH2:21][CH2:20][CH2:19]3)[NH:10][C:6]=2[C:5]([Br:12])=[C:4]([Br:13])[C:3]=1[Br:14]. The catalyst class is: 8.